The task is: Predict the reactants needed to synthesize the given product.. This data is from Full USPTO retrosynthesis dataset with 1.9M reactions from patents (1976-2016). (1) The reactants are: [C:1]([O:5][C:6](=[O:19])[NH:7][C:8]1[CH:13]=[C:12](Cl)[C:11]([Cl:15])=[CH:10][C:9]=1[N+:16]([O-:18])=[O:17])([CH3:4])([CH3:3])[CH3:2].[CH2:20]([NH2:24])[CH:21]([CH3:23])[CH3:22]. Given the product [C:1]([O:5][C:6](=[O:19])[NH:7][C:8]1[CH:13]=[C:12]([NH:24][CH2:20][CH:21]([CH3:23])[CH3:22])[C:11]([Cl:15])=[CH:10][C:9]=1[N+:16]([O-:18])=[O:17])([CH3:4])([CH3:3])[CH3:2], predict the reactants needed to synthesize it. (2) Given the product [ClH:1].[Cl:1][C:2]1[CH:7]=[CH:6][C:5]([CH:8]([CH:9]2[CH2:10][CH2:11][NH:12][CH2:13][CH2:14]2)[C:22]#[N:23])=[C:4]([F:24])[CH:3]=1, predict the reactants needed to synthesize it. The reactants are: [Cl:1][C:2]1[CH:7]=[CH:6][C:5]([CH:8]([C:22]#[N:23])[CH:9]2[CH2:14][CH2:13][N:12](C(OC(C)(C)C)=O)[CH2:11][CH2:10]2)=[C:4]([F:24])[CH:3]=1.Cl. (3) Given the product [Br:1][C:2]1[C:10]2[C:9]([NH:28][C:20]3[CH:21]=[C:22]4[C:26](=[CH:27][C:19]=3[O:18][CH3:17])[NH:25][N:24]=[CH:23]4)=[N:8][CH:7]=[N:6][C:5]=2[NH:4][C:3]=1[C:12]([O:14][CH2:15][CH3:16])=[O:13], predict the reactants needed to synthesize it. The reactants are: [Br:1][C:2]1[C:10]2[C:9](Cl)=[N:8][CH:7]=[N:6][C:5]=2[NH:4][C:3]=1[C:12]([O:14][CH2:15][CH3:16])=[O:13].[CH3:17][O:18][C:19]1[CH:27]=[C:26]2[C:22]([CH:23]=[N:24][NH:25]2)=[CH:21][C:20]=1[NH2:28]. (4) The reactants are: [N:1]1[CH:6]=[CH:5][CH:4]=[N:3][C:2]=1[C:7]([O-:9])=O.[Na+].Cl.N1C=CN=C1.C(=O)=O.Cl.[CH3:21][NH:22][O:23][CH3:24].S(=O)(=O)(O)O. Given the product [CH3:24][O:23][N:22]([CH3:21])[C:7]([C:2]1[N:1]=[CH:6][CH:5]=[CH:4][N:3]=1)=[O:9], predict the reactants needed to synthesize it.